This data is from Forward reaction prediction with 1.9M reactions from USPTO patents (1976-2016). The task is: Predict the product of the given reaction. (1) Given the reactants [Cl:1][C:2]1[N:10]=[C:9]([O:11][CH:12]([CH3:14])[CH3:13])[CH:8]=[CH:7][C:3]=1[C:4]([OH:6])=[O:5].[CH3:15]N(C)C=O.C(Cl)(=O)C(Cl)=O, predict the reaction product. The product is: [Cl:1][C:2]1[N:10]=[C:9]([O:11][CH:12]([CH3:14])[CH3:13])[CH:8]=[CH:7][C:3]=1[C:4]([O:6][CH3:15])=[O:5]. (2) Given the reactants C([O:3][C:4]([C@@:6]1([NH:11][C:12]([C@@H:14]2[CH2:18][C@@H:17]([OH:19])[CH2:16][N:15]2[C:20](=[O:43])[NH:21][C@H:22]([C:27](=[O:42])[NH:28][C@H:29]2[C:37]3[C:32](=[CH:33]C=CC=3)[CH2:31][C@H:30]2[O:38]C(=O)C)[C:23]([CH3:26])([CH3:25])[CH3:24])=[O:13])[CH2:8][C@H:7]1[CH:9]=[CH2:10])=[O:5])C.N[C:45]1[CH:50]=[CH:49][CH:48]=[CH:47][CH:46]=1, predict the reaction product. The product is: [OH:38][C@@H:30]1[CH2:31][C:32]2[C:37](=[CH:8][CH:7]=[CH:9][CH:33]=2)[C@@H:29]1[NH:28][C:27]([C@@H:22]([NH:21][C:20]([N:15]1[CH2:16][C@H:17]([O:19][C:12](=[O:13])[NH:11][CH2:6][CH2:4][C:45]2[CH:50]=[CH:49][CH:48]=[CH:47][CH:46]=2)[CH2:18][C@H:14]1[C:12]([NH:11][C@:6]1([C:4]([OH:3])=[O:5])[CH2:8][C@H:7]1[CH:9]=[CH2:10])=[O:13])=[O:43])[C:23]([CH3:24])([CH3:26])[CH3:25])=[O:42]. (3) Given the reactants [C:1](=[O:3])=[O:2].[Ca:4].[C:5](=[O:8])([O-:7])[O-:6].[Mg+2:9], predict the reaction product. The product is: [Ca:4].[C:5](=[O:6])([OH:8])[O-:7].[Mg+2:9].[C:1](=[O:6])([OH:3])[O-:2]. (4) The product is: [CH3:7][N:8]1[CH2:13][CH2:12][N:11]([C:15]2[CH:16]=[CH:17][C:18]([N+:25]([O-:27])=[O:26])=[C:19]([O:21][CH:22]([CH3:24])[CH3:23])[N:20]=2)[CH2:10][CH2:9]1. Given the reactants C(=O)([O-])[O-].[K+].[K+].[CH3:7][N:8]1[CH2:13][CH2:12][NH:11][CH2:10][CH2:9]1.Cl[C:15]1[N:20]=[C:19]([O:21][CH:22]([CH3:24])[CH3:23])[C:18]([N+:25]([O-:27])=[O:26])=[CH:17][CH:16]=1.O, predict the reaction product. (5) Given the reactants C([O:8][C:9]1[CH:14]=[CH:13][C:12]([C:15]2[CH:20]=[CH:19][C:18]([B:21]([OH:23])[OH:22])=[C:17]([F:24])[C:16]=2[F:25])=[CH:11][CH:10]=1)C1C=CC=CC=1, predict the reaction product. The product is: [OH:8][C:9]1[CH:14]=[CH:13][C:12]([C:15]2[CH:20]=[CH:19][C:18]([B:21]([OH:23])[OH:22])=[C:17]([F:24])[C:16]=2[F:25])=[CH:11][CH:10]=1. (6) Given the reactants C([O:3][C:4](=O)[CH2:5][CH2:6][CH:7]1[CH2:12][CH2:11][CH:10]([CH:13]2[CH2:18][CH2:17][CH:16]([CH2:19][CH2:20][CH3:21])[CH2:15][CH2:14]2)[CH2:9][CH2:8]1)C.[H-].[Al+3].[Li+].[H-].[H-].[H-].[Cl-].[NH4+], predict the reaction product. The product is: [CH2:19]([CH:16]1[CH2:17][CH2:18][CH:13]([CH:10]2[CH2:11][CH2:12][CH:7]([CH2:6][CH2:5][CH2:4][OH:3])[CH2:8][CH2:9]2)[CH2:14][CH2:15]1)[CH2:20][CH3:21]. (7) Given the reactants C(OC1C=CC=CC=1C[N:12]([C@H:16]([C:27]1[CH:32]=[CH:31][C:30]([Cl:33])=[CH:29][CH:28]=1)[C@@H:17]([C:20]1[CH:25]=[CH:24][CH:23]=[C:22]([Cl:26])[CH:21]=1)[CH:18]=[CH2:19])[C:13](=[O:15])[CH3:14])(=O)C.O.C1(C)C(S(O)(=O)=O)=CC=CC=1.C(OCC)(=O)C, predict the reaction product. The product is: [Cl:26][C:22]1[CH:21]=[C:20]([C@@H:17]([CH:18]=[CH2:19])[C@H:16]([NH:12][C:13](=[O:15])[CH3:14])[C:27]2[CH:32]=[CH:31][C:30]([Cl:33])=[CH:29][CH:28]=2)[CH:25]=[CH:24][CH:23]=1. (8) Given the reactants [Si:1]([O:8][CH:9]1[CH2:12][CH:11]([CH:13]=O)[CH2:10]1)([C:4]([CH3:7])([CH3:6])[CH3:5])([CH3:3])[CH3:2].[N+](=[C:17](P(=O)(OC)OC)C(=O)C)=[N-].C([O-])([O-])=O.[K+].[K+], predict the reaction product. The product is: [C:4]([Si:1]([O:8][CH:9]1[CH2:12][CH:11]([C:13]#[CH:17])[CH2:10]1)([CH3:3])[CH3:2])([CH3:7])([CH3:6])[CH3:5].